Task: Regression. Given two drug SMILES strings and cell line genomic features, predict the synergy score measuring deviation from expected non-interaction effect.. Dataset: NCI-60 drug combinations with 297,098 pairs across 59 cell lines (1) Drug 1: CCCCCOC(=O)NC1=NC(=O)N(C=C1F)C2C(C(C(O2)C)O)O. Drug 2: C1C(C(OC1N2C=NC(=NC2=O)N)CO)O. Cell line: 786-0. Synergy scores: CSS=-5.74, Synergy_ZIP=2.97, Synergy_Bliss=2.20, Synergy_Loewe=-9.63, Synergy_HSA=-6.12. (2) Drug 1: CC1=C(C=C(C=C1)NC2=NC=CC(=N2)N(C)C3=CC4=NN(C(=C4C=C3)C)C)S(=O)(=O)N.Cl. Drug 2: C1=CC(=CC=C1CCCC(=O)O)N(CCCl)CCCl. Cell line: NCI-H226. Synergy scores: CSS=17.8, Synergy_ZIP=-6.14, Synergy_Bliss=1.43, Synergy_Loewe=-7.38, Synergy_HSA=2.94. (3) Drug 1: C1=NNC2=C1C(=O)NC=N2. Cell line: NCIH23. Drug 2: B(C(CC(C)C)NC(=O)C(CC1=CC=CC=C1)NC(=O)C2=NC=CN=C2)(O)O. Synergy scores: CSS=32.5, Synergy_ZIP=3.12, Synergy_Bliss=1.58, Synergy_Loewe=-20.1, Synergy_HSA=-3.45. (4) Drug 1: C1=NC2=C(N=C(N=C2N1C3C(C(C(O3)CO)O)F)Cl)N. Drug 2: COCCOC1=C(C=C2C(=C1)C(=NC=N2)NC3=CC=CC(=C3)C#C)OCCOC.Cl. Cell line: HOP-92. Synergy scores: CSS=16.5, Synergy_ZIP=-7.04, Synergy_Bliss=-2.80, Synergy_Loewe=-0.945, Synergy_HSA=-0.371. (5) Drug 1: CC1=C2C(C(=O)C3(C(CC4C(C3C(C(C2(C)C)(CC1OC(=O)C(C(C5=CC=CC=C5)NC(=O)C6=CC=CC=C6)O)O)OC(=O)C7=CC=CC=C7)(CO4)OC(=O)C)O)C)OC(=O)C. Drug 2: CN(CC1=CN=C2C(=N1)C(=NC(=N2)N)N)C3=CC=C(C=C3)C(=O)NC(CCC(=O)O)C(=O)O. Cell line: NCIH23. Synergy scores: CSS=22.2, Synergy_ZIP=3.21, Synergy_Bliss=3.22, Synergy_Loewe=-14.6, Synergy_HSA=2.39.